Dataset: Forward reaction prediction with 1.9M reactions from USPTO patents (1976-2016). Task: Predict the product of the given reaction. Given the reactants FC(F)(F)C(O)=O.[N:8]1[CH:9]=[C:10]([C:17]#[C:18][C:19]2[CH:20]=[C:21]([CH:52]=[CH:53][C:54]=2[CH3:55])[C:22]([NH:24][C:25]2[CH:30]=[CH:29][C:28]([CH2:31][N:32]3[CH2:37][CH2:36][N:35](S(C4C=CC(C)=CC=4)(=O)=O)[CH2:34][CH2:33]3)=[C:27]([C:48]([F:51])([F:50])[F:49])[CH:26]=2)=[O:23])[N:11]2[C:16]=1[CH:15]=[CH:14][CH:13]=[N:12]2.S(=O)(=O)(O)O, predict the reaction product. The product is: [N:8]1[CH:9]=[C:10]([C:17]#[C:18][C:19]2[CH:20]=[C:21]([CH:52]=[CH:53][C:54]=2[CH3:55])[C:22]([NH:24][C:25]2[CH:30]=[CH:29][C:28]([CH2:31][N:32]3[CH2:37][CH2:36][NH:35][CH2:34][CH2:33]3)=[C:27]([C:48]([F:51])([F:50])[F:49])[CH:26]=2)=[O:23])[N:11]2[C:16]=1[CH:15]=[CH:14][CH:13]=[N:12]2.